Dataset: Peptide-MHC class II binding affinity with 134,281 pairs from IEDB. Task: Regression. Given a peptide amino acid sequence and an MHC pseudo amino acid sequence, predict their binding affinity value. This is MHC class II binding data. (1) The binding affinity (normalized) is 0.644. The MHC is HLA-DPA10201-DPB10101 with pseudo-sequence HLA-DPA10201-DPB10101. The peptide sequence is DVKFPGGGQIVGGVYLLPRR. (2) The peptide sequence is EDLVRAYHAMSSTHE. The MHC is HLA-DQA10201-DQB10202 with pseudo-sequence HLA-DQA10201-DQB10202. The binding affinity (normalized) is 0.273. (3) The peptide sequence is DVKFPGGGQPVGGVY. The MHC is HLA-DQA10501-DQB10301 with pseudo-sequence HLA-DQA10501-DQB10301. The binding affinity (normalized) is 0.771. (4) The peptide sequence is ALQSHDDVALVSVMW. The MHC is HLA-DQA10101-DQB10501 with pseudo-sequence HLA-DQA10101-DQB10501. The binding affinity (normalized) is 0.486.